Task: Predict the reaction yield, written as a fraction of the theoretical maximum amount of product (1.0 means a 100% yield; for example, 0.34 means a 34% yield).. Dataset: Reaction yield outcomes from USPTO patents with 853,638 reactions The reactants are [Cl-].O[NH3+:3].[C:4](=[O:7])([O-])[OH:5].[Na+].CS(C)=O.[CH2:13]([C:15]1[N:16]=[C:17]([CH3:47])[N:18]([C:37]2[CH:38]=[CH:39][C:40]3[O:44][CH:43]([CH3:45])[CH2:42][C:41]=3[CH:46]=2)[C:19](=[O:36])[C:20]=1[CH2:21][C:22]1[CH:27]=[CH:26][C:25]([C:28]2[C:29]([C:34]#[N:35])=[CH:30][CH:31]=[CH:32][CH:33]=2)=[CH:24][CH:23]=1)[CH3:14]. The catalyst is C(OCC)(=O)C. The product is [CH2:13]([C:15]1[N:16]=[C:17]([CH3:47])[N:18]([C:37]2[CH:38]=[CH:39][C:40]3[O:44][CH:43]([CH3:45])[CH2:42][C:41]=3[CH:46]=2)[C:19](=[O:36])[C:20]=1[CH2:21][C:22]1[CH:23]=[CH:24][C:25]([C:28]2[CH:33]=[CH:32][CH:31]=[CH:30][C:29]=2[C:34]2[NH:3][C:4](=[O:7])[O:5][N:35]=2)=[CH:26][CH:27]=1)[CH3:14]. The yield is 0.670.